Dataset: Peptide-MHC class II binding affinity with 134,281 pairs from IEDB. Task: Regression. Given a peptide amino acid sequence and an MHC pseudo amino acid sequence, predict their binding affinity value. This is MHC class II binding data. The peptide sequence is KKPVKLASIVKASFEEG. The MHC is DRB3_0301 with pseudo-sequence DRB3_0301. The binding affinity (normalized) is 0.820.